From a dataset of Full USPTO retrosynthesis dataset with 1.9M reactions from patents (1976-2016). Predict the reactants needed to synthesize the given product. (1) Given the product [OH:29][CH2:28][CH2:27][O:1][C:2]1[CH:3]=[CH:4][C:5]([C:6]([O:8][CH2:9][C:10]2[CH:15]=[CH:14][C:13]([O:16][CH3:17])=[CH:12][CH:11]=2)=[O:7])=[CH:18][CH:19]=1, predict the reactants needed to synthesize it. The reactants are: [OH:1][C:2]1[CH:19]=[CH:18][C:5]([C:6]([O:8][CH2:9][C:10]2[CH:15]=[CH:14][C:13]([O:16][CH3:17])=[CH:12][CH:11]=2)=[O:7])=[CH:4][CH:3]=1.C(=O)([O-])[O-].[K+].[K+].Br[CH2:27][CH2:28][OH:29]. (2) Given the product [OH:16][C@@H:12]1[CH2:13][C:14](=[O:15])[C@H:10]([S:9][CH2:8][CH2:7][CH2:6][S:5][CH2:4][C:3]([OH:26])=[O:2])[C@H:11]1/[CH:17]=[CH:18]/[C@@H:19]([OH:25])[CH2:20][CH2:21][CH2:22][CH2:23][CH3:24], predict the reactants needed to synthesize it. The reactants are: C[O:2][C:3](=[O:26])[CH2:4][S:5][CH2:6][CH2:7][CH2:8][S:9][C@H:10]1[C:14](=[O:15])[CH2:13][C@@H:12]([OH:16])[C@@H:11]1/[CH:17]=[CH:18]/[C@@H:19]([OH:25])[CH2:20][CH2:21][CH2:22][CH2:23][CH3:24].P([O-])([O-])([O-])=O. (3) Given the product [SH:3][CH2:4][C:5]([NH:8][C:9](=[O:10])[O:11][CH2:12][C:13]1[CH:18]=[CH:17][CH:16]=[CH:15][CH:14]=1)([CH3:7])[CH3:6], predict the reactants needed to synthesize it. The reactants are: C(=O)([S:3][CH2:4][C:5]([NH:8][C:9]([O:11][CH2:12][C:13]1[CH:18]=[CH:17][CH:16]=[CH:15][CH:14]=1)=[O:10])([CH3:7])[CH3:6])C.[OH-].[Na+].C(OCC)(=O)C.